This data is from NCI-60 drug combinations with 297,098 pairs across 59 cell lines. The task is: Regression. Given two drug SMILES strings and cell line genomic features, predict the synergy score measuring deviation from expected non-interaction effect. Drug 1: COC1=NC(=NC2=C1N=CN2C3C(C(C(O3)CO)O)O)N. Drug 2: CCCCC(=O)OCC(=O)C1(CC(C2=C(C1)C(=C3C(=C2O)C(=O)C4=C(C3=O)C=CC=C4OC)O)OC5CC(C(C(O5)C)O)NC(=O)C(F)(F)F)O. Cell line: A549. Synergy scores: CSS=54.5, Synergy_ZIP=-4.43, Synergy_Bliss=-6.19, Synergy_Loewe=-16.0, Synergy_HSA=-2.52.